Predict which catalyst facilitates the given reaction. From a dataset of Catalyst prediction with 721,799 reactions and 888 catalyst types from USPTO. Reactant: [CH2:1]([O:8][C:9]([N:11]1[CH2:15][CH2:14][CH2:13][CH:12]1[C:16](=[O:28])[CH:17](C(OC(C)(C)C)=O)[C:18](=[O:20])[CH3:19])=[O:10])[C:2]1[CH:7]=[CH:6][CH:5]=[CH:4][CH:3]=1.C1(C)C=CC=CC=1.O.C1(C)C=CC(S(O)(=O)=O)=CC=1. Product: [CH2:1]([O:8][C:9]([N:11]1[CH2:15][CH2:14][CH2:13][CH:12]1[C:16](=[O:28])[CH2:17][C:18](=[O:20])[CH3:19])=[O:10])[C:2]1[CH:7]=[CH:6][CH:5]=[CH:4][CH:3]=1. The catalyst class is: 6.